From a dataset of Forward reaction prediction with 1.9M reactions from USPTO patents (1976-2016). Predict the product of the given reaction. (1) The product is: [CH3:16][C:15]1[NH:27][C:25]([CH3:26])=[C:24]([C:23]([O:22][CH:19]([CH3:21])[CH3:20])=[O:28])[CH:5]([C:6]2[C:11]3=[N:12][O:13][N:14]=[C:10]3[CH:9]=[CH:8][CH:7]=2)[C:4]=1[C:3]([O:2][CH3:1])=[O:18]. Given the reactants [CH3:1][O:2][C:3](=[O:18])[C:4]([C:15](=O)[CH3:16])=[CH:5][C:6]1[C:11]2=[N:12][O:13][N:14]=[C:10]2[CH:9]=[CH:8][CH:7]=1.[CH:19]([O:22][C:23](=[O:28])/[CH:24]=[C:25](\[NH2:27])/[CH3:26])([CH3:21])[CH3:20], predict the reaction product. (2) Given the reactants [NH2:1][C:2]1[CH:3]=[C:4]([C:8]2[S:30][C:11]3=[N:12][C:13]([N:17]4[CH2:22][CH2:21][N:20]([C:23]([O:25][C:26]([CH3:29])([CH3:28])[CH3:27])=[O:24])[CH2:19][CH2:18]4)=[CH:14][C:15](=[O:16])[N:10]3[N:9]=2)[CH:5]=[CH:6][CH:7]=1.Br[CH2:32][C:33]([O:35][C:36]([CH3:39])([CH3:38])[CH3:37])=[O:34].C(N(CC)C(C)C)(C)C, predict the reaction product. The product is: [C:36]([O:35][C:33](=[O:34])[CH2:32][NH:1][C:2]1[CH:3]=[C:4]([C:8]2[S:30][C:11]3=[N:12][C:13]([N:17]4[CH2:18][CH2:19][N:20]([C:23]([O:25][C:26]([CH3:27])([CH3:29])[CH3:28])=[O:24])[CH2:21][CH2:22]4)=[CH:14][C:15](=[O:16])[N:10]3[N:9]=2)[CH:5]=[CH:6][CH:7]=1)([CH3:39])([CH3:38])[CH3:37]. (3) The product is: [CH2:1]=[C:2]1[CH2:9][CH:8]2[CH2:10][CH:4]([CH2:5][CH:6]([NH:11][C:22](=[O:23])[O:24][CH2:25][C:26]3[CH:31]=[CH:30][CH:29]=[CH:28][CH:27]=3)[CH2:7]2)[CH2:3]1. Given the reactants [CH2:1]=[C:2]1[CH2:9][CH:8]2[CH2:10][CH:4]([CH2:5][C:6](=[N:11]O)[CH2:7]2)[CH2:3]1.[BH4-].[Na+].CCN(CC)CC.[C:22](Cl)([O:24][CH2:25][C:26]1[CH:31]=[CH:30][CH:29]=[CH:28][CH:27]=1)=[O:23], predict the reaction product.